From a dataset of Forward reaction prediction with 1.9M reactions from USPTO patents (1976-2016). Predict the product of the given reaction. (1) Given the reactants Br[C:2]1[CH:3]=[C:4]([CH2:8][CH2:9][NH2:10])[CH:5]=[CH:6][CH:7]=1.[CH3:11][N:12]1[C:16]([CH3:17])=[C:15](B2OC(C)(C)C(C)(C)O2)[C:14]([CH3:27])=[N:13]1.C([O-])([O-])=O.[K+].[K+], predict the reaction product. The product is: [CH3:11][N:12]1[C:16]([CH3:17])=[C:15]([C:2]2[CH:3]=[C:4]([CH2:8][CH2:9][NH2:10])[CH:5]=[CH:6][CH:7]=2)[C:14]([CH3:27])=[N:13]1. (2) Given the reactants C([O:3][C:4](=O)[CH2:5][CH2:6][N:7]([CH2:18][C:19]1[CH:24]=[CH:23][CH:22]=[CH:21][CH:20]=1)[C:8]1[C:13]([N+:14]([O-])=O)=[CH:12][N:11]=[C:10]([Cl:17])[N:9]=1)C.Cl, predict the reaction product. The product is: [CH2:18]([N:7]1[CH2:6][CH2:5][C:4](=[O:3])[NH:14][C:13]2[CH:12]=[N:11][C:10]([Cl:17])=[N:9][C:8]1=2)[C:19]1[CH:24]=[CH:23][CH:22]=[CH:21][CH:20]=1.